This data is from Reaction yield outcomes from USPTO patents with 853,638 reactions. The task is: Predict the reaction yield, written as a fraction of the theoretical maximum amount of product (1.0 means a 100% yield; for example, 0.34 means a 34% yield). (1) The reactants are [CH2:1]([N:3]([CH:30]1[CH2:35][CH2:34][O:33][CH2:32][CH2:31]1)[C:4]1[CH:5]=[C:6]([C:15]#[C:16][CH:17]2[CH2:22][CH2:21][N:20]([C:23]([O:25][C:26]([CH3:29])([CH3:28])[CH3:27])=[O:24])[CH2:19][CH2:18]2)[CH:7]=[C:8]([C:11]([O:13]C)=[O:12])[C:9]=1[CH3:10])[CH3:2].[OH-].[Na+]. The catalyst is C(O)C.O. The product is [C:26]([O:25][C:23]([N:20]1[CH2:21][CH2:22][CH:17]([C:16]#[C:15][C:6]2[CH:5]=[C:4]([N:3]([CH2:1][CH3:2])[CH:30]3[CH2:35][CH2:34][O:33][CH2:32][CH2:31]3)[C:9]([CH3:10])=[C:8]([CH:7]=2)[C:11]([OH:13])=[O:12])[CH2:18][CH2:19]1)=[O:24])([CH3:28])([CH3:29])[CH3:27]. The yield is 0.990. (2) The reactants are C([O:8][CH2:9][CH2:10][N:11]1[CH2:16][CH2:15][O:14][CH2:13][C:12]1=[O:17])C1C=CC=CC=1. The catalyst is C(O)C.[Pd]. The product is [OH:8][CH2:9][CH2:10][N:11]1[CH2:16][CH2:15][O:14][CH2:13][C:12]1=[O:17]. The yield is 0.700. (3) The reactants are Br[C:2]1[C:3]([NH2:19])=[N:4][C:5]([C:14]2[O:15][CH:16]=[CH:17][CH:18]=2)=[C:6]([C:8]2[CH:13]=[CH:12][N:11]=[CH:10][N:9]=2)[CH:7]=1.C(N(CC)CC)C.[C:27]([C:29]1[CH:34]=[CH:33][CH:32]=[C:31]([F:35])[CH:30]=1)#[CH:28]. The catalyst is O1CCCC1.O.[Cu]I.Cl[Pd](Cl)([P](C1C=CC=CC=1)(C1C=CC=CC=1)C1C=CC=CC=1)[P](C1C=CC=CC=1)(C1C=CC=CC=1)C1C=CC=CC=1. The product is [F:35][C:31]1[CH:30]=[C:29]([C:27]#[C:28][C:2]2[C:3]([NH2:19])=[N:4][C:5]([C:14]3[O:15][CH:16]=[CH:17][CH:18]=3)=[C:6]([C:8]3[CH:13]=[CH:12][N:11]=[CH:10][N:9]=3)[CH:7]=2)[CH:34]=[CH:33][CH:32]=1. The yield is 0.400. (4) The reactants are [F:1][C:2]1[C:7]([O:8][CH3:9])=[CH:6][CH:5]=[CH:4][C:3]=1[C:10]1[N:14]([S:15]([C:18]2[CH:19]=[N:20][CH:21]=[CH:22][CH:23]=2)(=[O:17])=[O:16])[CH:13]=[C:12]([CH2:24][N:25](C)[C:26](=O)[O:27][C:28]([CH3:31])(C)C)[CH:11]=1.[C:34]([O:37]CC)(=[O:36])[CH3:35].Cl.C[OH:42]. No catalyst specified. The product is [C:28]([OH:42])(=[O:27])/[CH:31]=[CH:35]/[C:34]([OH:37])=[O:36].[F:1][C:2]1[C:7]([O:8][CH3:9])=[CH:6][CH:5]=[CH:4][C:3]=1[C:10]1[N:14]([S:15]([C:18]2[CH:19]=[N:20][CH:21]=[CH:22][CH:23]=2)(=[O:17])=[O:16])[CH:13]=[C:12]([CH2:24][NH:25][CH3:26])[CH:11]=1. The yield is 0.630.